From a dataset of Full USPTO retrosynthesis dataset with 1.9M reactions from patents (1976-2016). Predict the reactants needed to synthesize the given product. (1) Given the product [CH:1]1([N:7]([CH2:21][CH2:22][CH:23]([CH3:24])[CH3:28])[C:8](=[O:20])[NH:9][C:10]2[S:11][C:12]([S:15][CH2:16][CH2:17][C:45]([OH:48])=[O:44])=[CH:13][N:14]=2)[CH2:2][CH2:3][CH2:4][CH2:5][CH2:6]1, predict the reactants needed to synthesize it. The reactants are: [CH:1]1([N:7]([CH2:21][CH2:22][C:23]2[CH:28]=CC=C[CH:24]=2)[C:8](=[O:20])[NH:9][C:10]2[S:11][C:12]([S:15][CH2:16][C:17](O)=O)=[CH:13][N:14]=2)[CH2:6][CH2:5][CH2:4][CH2:3][CH2:2]1.CC(C)CCN.C1(=O)CCCCC1.C([O:44][C:45](=[O:48])CC)C. (2) Given the product [Br:1][C:2]1[CH:7]=[C:6]([CH3:8])[C:5]([O:9][Si:19]([CH:23]([CH3:25])[CH3:24])([CH:20]([CH3:22])[CH3:21])[CH:16]([CH3:18])[CH3:17])=[C:4]([CH3:10])[CH:3]=1, predict the reactants needed to synthesize it. The reactants are: [Br:1][C:2]1[CH:7]=[C:6]([CH3:8])[C:5]([OH:9])=[C:4]([CH3:10])[CH:3]=1.N1C=CN=C1.[CH:16]([Si:19](Cl)([CH:23]([CH3:25])[CH3:24])[CH:20]([CH3:22])[CH3:21])([CH3:18])[CH3:17]. (3) Given the product [Cl:1][C:2]1[C:3]([O:29][C:27]2[CH:26]=[CH:25][C:21]3[B:22]([OH:24])[O:23][CH:19]([CH3:18])[C:20]=3[CH:28]=2)=[N:4][C:5]([O:10][CH2:11][CH2:12][O:13][CH:14]([CH3:16])[CH3:15])=[C:6]([CH:9]=1)[C:7]#[N:8], predict the reactants needed to synthesize it. The reactants are: [Cl:1][C:2]1[C:3](Cl)=[N:4][C:5]([O:10][CH2:11][CH2:12][O:13][CH:14]([CH3:16])[CH3:15])=[C:6]([CH:9]=1)[C:7]#[N:8].[CH3:18][CH:19]1[O:23][B:22]([OH:24])[C:21]2[CH:25]=[CH:26][C:27]([OH:29])=[CH:28][C:20]1=2. (4) Given the product [C:20]([O:19][C:17](=[O:18])[CH2:16][N:12]1[CH:13]=[C:9]([B:4]2[O:5][C:6]([CH3:7])([CH3:8])[C:2]([CH3:14])([CH3:1])[O:3]2)[CH:10]=[N:11]1)([CH3:23])([CH3:22])[CH3:21], predict the reactants needed to synthesize it. The reactants are: [CH3:1][C:2]1([CH3:14])[C:6]([CH3:8])([CH3:7])[O:5][B:4]([C:9]2[CH:10]=[N:11][NH:12][CH:13]=2)[O:3]1.Br[CH2:16][C:17]([O:19][C:20]([CH3:23])([CH3:22])[CH3:21])=[O:18].C(=O)([O-])[O-].[Cs+].[Cs+]. (5) Given the product [C:1]([O:4][CH:5]1[CH:10]=[CH:9][O:8][C:7]([C:15]2[CH:20]=[CH:19][N:18]=[CH:17][C:16]=2[NH2:21])([C:11]([F:13])([F:12])[F:14])[CH2:6]1)(=[O:3])[CH3:2], predict the reactants needed to synthesize it. The reactants are: [C:1]([O:4][CH:5]1[CH:10]=[CH:9][O:8][C:7]([C:15]2[CH:20]=[CH:19][N:18]=[CH:17][C:16]=2[N+:21]([O-])=O)([C:11]([F:14])([F:13])[F:12])[CH2:6]1)(=[O:3])[CH3:2]. (6) Given the product [NH2:1][C:4]1[CH:9]=[C:8]([C:10]([F:12])([F:13])[F:11])[CH:7]=[CH:6][C:5]=1[S:14][C:15]1[CH:20]=[CH:19][C:18]([NH:21][C:22](=[O:24])[CH3:23])=[CH:17][CH:16]=1, predict the reactants needed to synthesize it. The reactants are: [N+:1]([C:4]1[CH:9]=[C:8]([C:10]([F:13])([F:12])[F:11])[CH:7]=[CH:6][C:5]=1[S:14][C:15]1[CH:20]=[CH:19][C:18]([NH:21][C:22](=[O:24])[CH3:23])=[CH:17][CH:16]=1)([O-])=O. (7) Given the product [Cl:1][C:2]1[N:7]=[C:6]([C:8]([N:16]([O:17][CH3:18])[CH3:15])=[O:10])[CH:5]=[C:4]([NH:12][CH3:13])[N:3]=1, predict the reactants needed to synthesize it. The reactants are: [Cl:1][C:2]1[N:7]=[C:6]([C:8]([O:10]C)=O)[CH:5]=[C:4]([NH:12][CH3:13])[N:3]=1.Cl.[CH3:15][NH:16][O:17][CH3:18].C([Mg]Cl)(C)C.[NH4+].[Cl-]. (8) Given the product [S:12]1[CH:16]=[CH:15][CH:14]=[C:13]1[C:3]1[C:4]2[C:9](=[CH:8][C:7]([CH:10]=[O:11])=[CH:6][CH:5]=2)[NH:1][N:2]=1, predict the reactants needed to synthesize it. The reactants are: [NH:1]1[C:9]2[C:4](=[CH:5][CH:6]=[C:7]([CH:10]=[O:11])[CH:8]=2)[CH:3]=[N:2]1.[S:12]1[CH:16]=[CH:15][CH:14]=[C:13]1B(O)O.C([O-])([O-])=O.[Na+].[Na+]. (9) Given the product [C:3]([C:5]1[CH:6]=[CH:7][C:8]([O:14][CH2:11][C:23]2[CH:24]=[CH:19][C:20]([CH2:25][N:27]3[CH2:32][CH2:31][CH2:30][CH2:29][CH2:28]3)=[CH:21][CH:22]=2)=[CH:9][CH:10]=1)(=[O:4])[CH3:2], predict the reactants needed to synthesize it. The reactants are: O[CH2:2][C:3]([C:5]1[CH:10]=[CH:9][CH:8]=[CH:7][CH:6]=1)=[O:4].[C:11]([O-:14])([O-])=O.[K+].[K+].BrC[C:19]1[C:20]([CH2:25]Br)=[CH:21][CH:22]=[CH:23][CH:24]=1.[NH:27]1[CH2:32][CH2:31][CH2:30][CH2:29][CH2:28]1. (10) Given the product [F:31][C:27]1[N:26]=[C:25]([C:22]2[CH:23]=[CH:24][C:19]([CH2:18][N:3]3[C:2]([O:44][C:38]4[CH:43]=[CH:42][CH:41]=[CH:40][CH:39]=4)=[C:10]4[C:5]([N:6]([CH2:14][CH:15]([CH3:17])[CH3:16])[C:7](=[O:13])[N:8]([CH3:12])[C:9]4=[O:11])=[N:4]3)=[CH:20][CH:21]=2)[CH:30]=[CH:29][CH:28]=1, predict the reactants needed to synthesize it. The reactants are: Cl[C:2]1[N:3]([CH2:18][C:19]2[CH:24]=[CH:23][C:22]([C:25]3[CH:30]=[CH:29][CH:28]=[C:27]([F:31])[N:26]=3)=[CH:21][CH:20]=2)[N:4]=[C:5]2[C:10]=1[C:9](=[O:11])[N:8]([CH3:12])[C:7](=[O:13])[N:6]2[CH2:14][CH:15]([CH3:17])[CH3:16].C(=O)([O-])[O-].[K+].[K+].[C:38]1([OH:44])[CH:43]=[CH:42][CH:41]=[CH:40][CH:39]=1.O1CCOCC1.